This data is from Full USPTO retrosynthesis dataset with 1.9M reactions from patents (1976-2016). The task is: Predict the reactants needed to synthesize the given product. (1) Given the product [CH3:37][SiH:38]([CH3:49])[CH:39]1[C:47]2[C:42](=[CH:43][CH:44]=[CH:45][CH:46]=2)[C:41]([CH3:48])=[CH:40]1, predict the reactants needed to synthesize it. The reactants are: CC1C2C(=CC=CC=2)CC=1.[Li]CCCC.C([Cu])#N.Cl[Si](C)(C)C1C=C(C(C)(C)C)C=C2C=1CC(C)=C2.[CH3:37][Si:38](C)([C:49]1C=C(C(C)(C)C)C=C2C=1CC(C)=C2)[CH:39]1[C:47]2[C:42](=[CH:43][CH:44]=[CH:45][CH:46]=2)[C:41]([CH3:48])=[CH:40]1. (2) Given the product [Cl:30][C:26]1[CH:25]=[C:24]([C:12]([C:14]2[CH:18]=[C:17]([CH:19]3[O:23][CH2:22][CH2:21][O:20]3)[S:16][CH:15]=2)([OH:13])[CH2:11][CH2:10][CH2:9][OH:8])[CH:29]=[CH:28][CH:27]=1, predict the reactants needed to synthesize it. The reactants are: [Si]([O:8][CH2:9][CH2:10][CH2:11][C:12]([C:24]1[CH:29]=[CH:28][CH:27]=[C:26]([Cl:30])[CH:25]=1)([C:14]1[CH:18]=[C:17]([CH:19]2[O:23][CH2:22][CH2:21][O:20]2)[S:16][CH:15]=1)[OH:13])(C(C)(C)C)(C)C. (3) Given the product [Si:1]([O:8][CH2:9][C:10]([CH3:14])([CH3:13])[CH:11]=[O:12])([C:4]([CH3:7])([CH3:6])[CH3:5])([CH3:3])[CH3:2], predict the reactants needed to synthesize it. The reactants are: [Si:1]([O:8][CH2:9][C:10]([CH3:14])([CH3:13])[CH2:11][OH:12])([C:4]([CH3:7])([CH3:6])[CH3:5])([CH3:3])[CH3:2].C(N(CC)CC)C.C(Cl)Cl.